Task: Predict the product of the given reaction.. Dataset: Forward reaction prediction with 1.9M reactions from USPTO patents (1976-2016) (1) Given the reactants S(Cl)(Cl)=O.[OH:5][C:6]1[CH:14]=[CH:13][C:9]([C:10]([OH:12])=[O:11])=[C:8]([CH3:15])[CH:7]=1.[CH3:16]O, predict the reaction product. The product is: [OH:5][C:6]1[CH:14]=[CH:13][C:9]([C:10]([O:12][CH3:16])=[O:11])=[C:8]([CH3:15])[CH:7]=1. (2) Given the reactants [Cl:1][C:2]1[CH:3]=[C:4]([CH:14]=[CH:15][C:16]=1[Cl:17])[CH2:5][N:6]1[CH2:11][CH2:10][O:9][CH:8]([CH2:12][NH2:13])[CH2:7]1.[F:18][C:19]([F:31])([F:30])[C:20]1[CH:25]=[CH:24][C:23]([CH2:26][C:27](O)=[O:28])=[CH:22][CH:21]=1, predict the reaction product. The product is: [Cl:1][C:2]1[CH:3]=[C:4]([CH:14]=[CH:15][C:16]=1[Cl:17])[CH2:5][N:6]1[CH2:11][CH2:10][O:9][CH:8]([CH2:12][NH:13][C:27](=[O:28])[CH2:26][C:23]2[CH:22]=[CH:21][C:20]([C:19]([F:30])([F:18])[F:31])=[CH:25][CH:24]=2)[CH2:7]1.